Dataset: Catalyst prediction with 721,799 reactions and 888 catalyst types from USPTO. Task: Predict which catalyst facilitates the given reaction. (1) Reactant: [C:1]1([C:36]2[CH:41]=[CH:40][CH:39]=[CH:38][CH:37]=2)[CH:6]=[CH:5][C:4]([CH2:7][CH2:8][NH:9][C:10]([C:12]2[CH:35]=[CH:34][C:15]([O:16][C:17]3[CH:26]=[C:25]4[C:20]([CH:21]([C:27]([O:29]CC)=[O:28])[CH2:22][CH2:23][O:24]4)=[CH:19][C:18]=3C#N)=[CH:14][CH:13]=2)=[O:11])=[CH:3][CH:2]=1.O[Li].O.[ClH:45]. Product: [C:1]1([C:36]2[CH:41]=[CH:40][CH:39]=[CH:38][CH:37]=2)[CH:6]=[CH:5][C:4]([CH2:7][CH2:8][NH:9][C:10]([C:12]2[CH:35]=[CH:34][C:15]([O:16][C:17]3[CH:26]=[C:25]4[C:20]([CH:21]([C:27]([OH:29])=[O:28])[CH2:22][CH2:23][O:24]4)=[CH:19][C:18]=3[Cl:45])=[CH:14][CH:13]=2)=[O:11])=[CH:3][CH:2]=1. The catalyst class is: 1. (2) Reactant: [CH3:1][N:2]1[CH:6]=[C:5]([C:7]2[N:12]=[C:11]([C:13]3[CH:14]=[N:15][NH:16][CH:17]=3)[N:10]3[CH:18]=[CH:19][N:20]=[C:9]3[CH:8]=2)[CH:4]=[N:3]1.C[C:22](C)(C)[CH2:23][CH:24]=[CH:25][C:26]#[N:27].[N:30]1CCCN2CCCCCC=12. Product: [CH3:1][N:2]1[CH:6]=[C:5]([C:7]2[N:12]=[C:11]([C:13]3[CH:14]=[N:15][N:16]([CH:24]([CH2:23][C:22]#[N:30])[CH2:25][C:26]#[N:27])[CH:17]=3)[N:10]3[CH:18]=[CH:19][N:20]=[C:9]3[CH:8]=2)[CH:4]=[N:3]1. The catalyst class is: 9. (3) Reactant: C1CN([P+](ON2N=NC3C=CC=CC2=3)(N2CCCC2)N2CCCC2)CC1.F[P-](F)(F)(F)(F)F.Cl.Cl.[NH2:36][C:37]1[N:45]=[C:44]([O:46][CH2:47][CH2:48][CH2:49][CH3:50])[N:43]=[C:42]2[C:38]=1[NH:39][C:40](=[O:62])[N:41]2[CH2:51][CH2:52][CH2:53][NH:54][CH2:55][C:56]1[CH:61]=[CH:60][CH:59]=[CH:58][CH:57]=1.CCN(CC)CC.[CH3:70][O:71][C:72](=[O:78])[CH2:73][CH2:74][C:75](O)=[O:76]. Product: [NH2:36][C:37]1[N:45]=[C:44]([O:46][CH2:47][CH2:48][CH2:49][CH3:50])[N:43]=[C:42]2[C:38]=1[NH:39][C:40](=[O:62])[N:41]2[CH2:51][CH2:52][CH2:53][N:54]([CH2:55][C:56]1[CH:57]=[CH:58][CH:59]=[CH:60][CH:61]=1)[C:75](=[O:76])[CH2:74][CH2:73][C:72]([O:71][CH3:70])=[O:78]. The catalyst class is: 121. (4) Reactant: [Si]([O:8][CH2:9][CH2:10][CH2:11][N:12]([CH2:41][CH2:42][CH3:43])[C:13]([C:15]1=[CH:16][C:17]2[CH:27]=[CH:26][C:25]([C:28]3[CH:33]=[CH:32][C:31]([C:34]([N:36]4[CH2:40][CH2:39][CH2:38][CH2:37]4)=[O:35])=[CH:30][CH:29]=3)=[CH:24][C:18]=2[N:19]=[C:20]([NH:22][CH3:23])[CH2:21]1)=[O:14])(C(C)(C)C)(C)C.Cl. Product: [OH:8][CH2:9][CH2:10][CH2:11][N:12]([CH2:41][CH2:42][CH3:43])[C:13]([C:15]1=[CH:16][C:17]2[CH:27]=[CH:26][C:25]([C:28]3[CH:29]=[CH:30][C:31]([C:34]([N:36]4[CH2:37][CH2:38][CH2:39][CH2:40]4)=[O:35])=[CH:32][CH:33]=3)=[CH:24][C:18]=2[N:19]=[C:20]([NH:22][CH3:23])[CH2:21]1)=[O:14]. The catalyst class is: 116. (5) Product: [F:1][C:2]1[CH:7]=[CH:6][C:5]([C@H:8]([NH:10][C:12]([NH2:13])=[O:11])[CH3:9])=[CH:4][CH:3]=1. The catalyst class is: 33. Reactant: [F:1][C:2]1[CH:7]=[CH:6][C:5]([C@H:8]([NH2:10])[CH3:9])=[CH:4][CH:3]=1.[O-:11][C:12]#[N:13].[K+]. (6) Reactant: [CH:1]1([CH2:4][O:5][C:6]2[CH:13]=[CH:12][C:9]([CH:10]=[O:11])=[CH:8][C:7]=2[OH:14])[CH2:3][CH2:2]1.[CH3:15][S:16](Cl)(=[O:18])=[O:17]. Product: [CH3:15][S:16]([O:14][C:7]1[CH:8]=[C:9]([CH:10]=[O:11])[CH:12]=[CH:13][C:6]=1[O:5][CH2:4][CH:1]1[CH2:3][CH2:2]1)(=[O:18])=[O:17]. The catalyst class is: 2. (7) Reactant: [CH3:1][N:2]([CH3:33])[CH2:3][C@H:4]([NH:16][S:17]([C:20]1[CH:21]=[N:22][C:23]([O:26][C:27]2[CH:32]=[CH:31][CH:30]=[CH:29][CH:28]=2)=[CH:24][CH:25]=1)(=[O:19])=[O:18])[CH2:5][C:6]([O:8][CH2:9][C:10]1[CH:15]=[CH:14][CH:13]=[CH:12][CH:11]=1)=[O:7].[CH3:34][I:35]. Product: [I-:35].[CH2:9]([O:8][C:6](=[O:7])[CH2:5][C@@H:4]([NH:16][S:17]([C:20]1[CH:21]=[N:22][C:23]([O:26][C:27]2[CH:32]=[CH:31][CH:30]=[CH:29][CH:28]=2)=[CH:24][CH:25]=1)(=[O:19])=[O:18])[CH2:3][N+:2]([CH3:34])([CH3:1])[CH3:33])[C:10]1[CH:11]=[CH:12][CH:13]=[CH:14][CH:15]=1. The catalyst class is: 2.